From a dataset of NCI-60 drug combinations with 297,098 pairs across 59 cell lines. Regression. Given two drug SMILES strings and cell line genomic features, predict the synergy score measuring deviation from expected non-interaction effect. Drug 1: CC1=CC=C(C=C1)C2=CC(=NN2C3=CC=C(C=C3)S(=O)(=O)N)C(F)(F)F. Drug 2: C1=CC=C(C=C1)NC(=O)CCCCCCC(=O)NO. Cell line: UACC-257. Synergy scores: CSS=19.8, Synergy_ZIP=-6.27, Synergy_Bliss=-0.0519, Synergy_Loewe=-22.9, Synergy_HSA=-3.48.